This data is from Catalyst prediction with 721,799 reactions and 888 catalyst types from USPTO. The task is: Predict which catalyst facilitates the given reaction. (1) Reactant: [CH3:1][O:2][C:3]1[CH:4]=[C:5]([CH:11]=[CH:12][C:13]=1OS(C(F)(F)F)(=O)=O)[C:6]([O:8][CH2:9][CH3:10])=[O:7].[B:22]1([B:22]2[O:26][C:25]([CH3:28])([CH3:27])[C:24]([CH3:30])([CH3:29])[O:23]2)[O:26][C:25]([CH3:28])([CH3:27])[C:24]([CH3:30])([CH3:29])[O:23]1.C([O-])(=O)C.[K+]. Product: [CH3:1][O:2][C:3]1[CH:4]=[C:5]([CH:11]=[CH:12][C:13]=1[B:22]1[O:26][C:25]([CH3:28])([CH3:27])[C:24]([CH3:30])([CH3:29])[O:23]1)[C:6]([O:8][CH2:9][CH3:10])=[O:7]. The catalyst class is: 872. (2) Reactant: [CH3:1][O:2][CH:3]([O:13][CH3:14])[C:4]1[N:5]=[C:6]([O:11][CH3:12])[NH:7][C:8](=[O:10])[CH:9]=1.[CH3:15]N(C=O)C.C[O-].[Na+]. Product: [CH3:14][O:13][CH:3]([O:2][CH3:1])[C:4]1[CH:9]=[C:8]([O:10][CH3:15])[N:7]=[C:6]([O:11][CH3:12])[N:5]=1. The catalyst class is: 2. (3) Reactant: [CH:1]1([N:4]2[C:9](=[O:10])[CH:8]=[C:7]([N:11]3[CH2:16][CH2:15][O:14][CH2:13][CH2:12]3)[N:6]=[C:5]2[CH2:17][C:18]([O:20]CC)=O)[CH2:3][CH2:2]1.C[Al](C)C.[Cl:27][C:28]1[CH:36]=[CH:35][CH:34]=[C:33]2[C:29]=1[CH2:30][CH2:31][NH:32]2.CO. Product: [Cl:27][C:28]1[CH:36]=[CH:35][CH:34]=[C:33]2[C:29]=1[CH2:30][CH2:31][N:32]2[C:18](=[O:20])[CH2:17][C:5]1[N:4]([CH:1]2[CH2:3][CH2:2]2)[C:9](=[O:10])[CH:8]=[C:7]([N:11]2[CH2:16][CH2:15][O:14][CH2:13][CH2:12]2)[N:6]=1. The catalyst class is: 359.